This data is from CYP3A4 inhibition data for predicting drug metabolism from PubChem BioAssay. The task is: Regression/Classification. Given a drug SMILES string, predict its absorption, distribution, metabolism, or excretion properties. Task type varies by dataset: regression for continuous measurements (e.g., permeability, clearance, half-life) or binary classification for categorical outcomes (e.g., BBB penetration, CYP inhibition). Dataset: cyp3a4_veith. The compound is COc1ccc(-n2c(=O)c(-c3ccccc3)nc3cnc(N4CCOCC4)nc32)cc1. The result is 0 (non-inhibitor).